This data is from Full USPTO retrosynthesis dataset with 1.9M reactions from patents (1976-2016). The task is: Predict the reactants needed to synthesize the given product. (1) The reactants are: [O:1]=[C:2]1[C:10]2[C:5](=[CH:6][CH:7]=[CH:8][CH:9]=2)[C:4]([C:11]2[CH:16]=[CH:15][CH:14]=[CH:13][CH:12]=2)=[C:3]1[C:17]1[CH:22]=[CH:21][C:20]([C:23]2([NH:27]C(=O)OC(C)(C)C)[CH2:26][CH2:25][CH2:24]2)=[CH:19][CH:18]=1.[ClH:35]. Given the product [ClH:35].[NH2:27][C:23]1([C:20]2[CH:21]=[CH:22][C:17]([C:3]3[C:2](=[O:1])[C:10]4[C:5]([C:4]=3[C:11]3[CH:12]=[CH:13][CH:14]=[CH:15][CH:16]=3)=[CH:6][CH:7]=[CH:8][CH:9]=4)=[CH:18][CH:19]=2)[CH2:26][CH2:25][CH2:24]1, predict the reactants needed to synthesize it. (2) Given the product [C:13]1([CH3:14])[C:23]([C:24]([C:4]2[CH:9]=[CH:8][CH:7]=[CH:6][C:5]=2[CH3:15])=[O:25])=[CH:22][CH:26]=[CH:11][CH:12]=1, predict the reactants needed to synthesize it. The reactants are: S1[C:5]2[CH:6]=[CH:7][CH:8]=[CH:9][C:4]=2N=C1.[Li][CH2:11][CH2:12][CH2:13][CH3:14].[C:15](OCC)(=O)C.O.[CH2:22]1[CH2:26][O:25][CH2:24][CH2:23]1. (3) Given the product [F:1][C:2]1[CH:3]=[C:4]([CH3:27])[CH:5]=[C:6]2[C:10]=1[C:9]([C:29]([F:31])([F:30])[F:28])=[C:8]([CH:12]1[CH2:17][CH2:16][CH:15]([CH:18]3[CH2:23][CH2:22][CH:21]([CH2:24][CH2:25][CH3:26])[CH2:20][CH2:19]3)[CH2:14][CH2:13]1)[CH2:7]2, predict the reactants needed to synthesize it. The reactants are: [F:1][C:2]1[CH:3]=[C:4]([CH3:27])[CH:5]=[C:6]2[C:10]=1[C:9](=O)[CH:8]([CH:12]1[CH2:17][CH2:16][CH:15]([CH:18]3[CH2:23][CH2:22][CH:21]([CH2:24][CH2:25][CH3:26])[CH2:20][CH2:19]3)[CH2:14][CH2:13]1)[CH2:7]2.[F:28][C:29]([Si](C)(C)C)([F:31])[F:30].[F-].C([N+](CCCC)(CCCC)CCCC)CCC.[F-].[K+].S(Cl)(Cl)=O. (4) Given the product [Br:1][C:2]1[CH:7]=[CH:6][C:5]([C@@H:8]([N:10]2[CH2:17][CH2:16][S:13](=[O:15])(=[O:14])[CH2:11][CH2:12]2)[CH3:9])=[CH:4][CH:3]=1, predict the reactants needed to synthesize it. The reactants are: [Br:1][C:2]1[CH:7]=[CH:6][C:5]([C@@H:8]([NH2:10])[CH3:9])=[CH:4][CH:3]=1.[CH:11]([S:13]([CH:16]=[CH2:17])(=[O:15])=[O:14])=[CH2:12]. (5) Given the product [NH2:22][C:4]1[N:3]=[C:2]([F:1])[N:10]=[C:9]2[C:5]=1[N:6]=[C:7]([CH2:11][C:12]1[C:20]([I:21])=[CH:19][C:15]3[O:16][CH2:17][O:18][C:14]=3[CH:13]=1)[N:8]2[CH2:35][CH2:36][CH2:37][CH2:32][CH2:33][OH:29], predict the reactants needed to synthesize it. The reactants are: [F:1][C:2]1[N:10]=[C:9]2[C:5]([N:6]=[C:7]([CH2:11][C:12]3[C:20]([I:21])=[CH:19][C:15]4[O:16][CH2:17][O:18][C:14]=4[CH:13]=3)[NH:8]2)=[C:4]([NH2:22])[N:3]=1.C([O-])([O-])=O.[Cs+].[Cs+].[O:29]1[C:33]2C=[CH:35][C:36](CC3NC4C(N=3)=C(N)N=C(F)N=4)=[CH:37][C:32]=2OC1.